Dataset: Reaction yield outcomes from USPTO patents with 853,638 reactions. Task: Predict the reaction yield, written as a fraction of the theoretical maximum amount of product (1.0 means a 100% yield; for example, 0.34 means a 34% yield). (1) The product is [Cl:21][C:22]1[C:27]([NH:28][S:29]([C:32]2[CH:37]=[CH:36][C:35]([O:38][CH3:39])=[CH:34][CH:33]=2)(=[O:31])=[O:30])=[CH:26][C:25]([C:8]2[CH:20]=[CH:19][C:11]3[N:12]=[C:13]([NH:15][CH:16]([CH3:18])[CH3:17])[S:14][C:10]=3[CH:9]=2)=[CH:24][N:23]=1. The reactants are C(=O)([O-])[O-].[Na+].[Na+].Br[C:8]1[CH:20]=[CH:19][C:11]2[N:12]=[C:13]([NH:15][CH:16]([CH3:18])[CH3:17])[S:14][C:10]=2[CH:9]=1.[Cl:21][C:22]1[C:27]([NH:28][S:29]([C:32]2[CH:37]=[CH:36][C:35]([O:38][CH3:39])=[CH:34][CH:33]=2)(=[O:31])=[O:30])=[CH:26][C:25](B2OC(C)(C)C(C)(C)O2)=[CH:24][N:23]=1. The yield is 0.230. The catalyst is C1C=CC([P]([Pd]([P](C2C=CC=CC=2)(C2C=CC=CC=2)C2C=CC=CC=2)([P](C2C=CC=CC=2)(C2C=CC=CC=2)C2C=CC=CC=2)[P](C2C=CC=CC=2)(C2C=CC=CC=2)C2C=CC=CC=2)(C2C=CC=CC=2)C2C=CC=CC=2)=CC=1.CCO. (2) The reactants are [CH3:1][C:2]1[CH:7]=[CH:6][N:5]=[CH:4][C:3]=1[N:8]1[CH2:12][CH2:11][NH:10][C:9]1=[O:13].Br[C:15]1[CH:16]=[CH:17][C:18]([F:24])=[C:19]([C:21](=[O:23])[CH3:22])[CH:20]=1.N[C@@H]1CCCC[C@H]1N.P([O-])([O-])([O-])=O.[K+].[K+].[K+]. The catalyst is [Cu](I)I.O1CCOCC1. The product is [C:21]([C:19]1[CH:20]=[C:15]([N:10]2[CH2:11][CH2:12][N:8]([C:3]3[CH:4]=[N:5][CH:6]=[CH:7][C:2]=3[CH3:1])[C:9]2=[O:13])[CH:16]=[CH:17][C:18]=1[F:24])(=[O:23])[CH3:22]. The yield is 0.249. (3) The reactants are [NH2:1][C:2]1[CH:7]=[CH:6][C:5]([N:8]2[C:12]3=[N:13][CH:14]=[N:15][C:16]([NH2:17])=[C:11]3[CH:10]=[N:9]2)=[CH:4][CH:3]=1.[CH3:18][O:19][CH2:20][CH2:21][C:22](O)=[O:23].Cl.CN(C)CCCN=C=NCC.ON1C2C=CC=CC=2N=N1. The catalyst is CN(C=O)C.CO. The product is [NH2:17][C:16]1[N:15]=[CH:14][N:13]=[C:12]2[N:8]([C:5]3[CH:6]=[CH:7][C:2]([NH:1][C:22](=[O:23])[CH2:21][CH2:20][O:19][CH3:18])=[CH:3][CH:4]=3)[N:9]=[CH:10][C:11]=12. The yield is 0.200.